Task: Predict the reactants needed to synthesize the given product.. Dataset: Full USPTO retrosynthesis dataset with 1.9M reactions from patents (1976-2016) Given the product [Cl:1][C:2]1[CH:9]=[CH:8][C:7]([CH2:10][S:11][C:12]2[N:13]([C:29]3[CH:30]=[CH:31][C:32]([F:35])=[CH:33][CH:34]=3)[C:14]([C:17]([C:20]3[CH:25]=[CH:24][C:23]([O:26][CH3:27])=[C:22]([Cl:28])[CH:21]=3)([CH3:18])[CH3:19])=[CH:15][N:16]=2)=[CH:6][C:3]=1[C:4]1[NH:38][N:37]=[N:36][N:5]=1, predict the reactants needed to synthesize it. The reactants are: [Cl:1][C:2]1[CH:9]=[CH:8][C:7]([CH2:10][S:11][C:12]2[N:13]([C:29]3[CH:34]=[CH:33][C:32]([F:35])=[CH:31][CH:30]=3)[C:14]([C:17]([C:20]3[CH:25]=[CH:24][C:23]([O:26][CH3:27])=[C:22]([Cl:28])[CH:21]=3)([CH3:19])[CH3:18])=[CH:15][N:16]=2)=[CH:6][C:3]=1[C:4]#[N:5].[N-:36]=[N+:37]=[N-:38].[Na+].[NH4+].[Cl-].